Dataset: Forward reaction prediction with 1.9M reactions from USPTO patents (1976-2016). Task: Predict the product of the given reaction. (1) Given the reactants Cl[N:2]1C(=O)CCC1=O.CN1CC[O:15][B:14]([C:18]2[CH:19]=[C:20]([S:24]([O-:26])=[O:25])[CH:21]=[N:22][CH:23]=2)[O:13]CC1.[Li+].[OH-].[NH4+], predict the reaction product. The product is: [S:24]([C:20]1[CH:21]=[N:22][CH:23]=[C:18]([B:14]([OH:15])[OH:13])[CH:19]=1)(=[O:26])(=[O:25])[NH2:2]. (2) Given the reactants [Br:1][C:2]1[CH:7]=[CH:6][C:5]([C:8]2[C:9]([C:17](O)=[O:18])=[CH:10][C:11]([N:14]([CH3:16])[CH3:15])=[CH:12][CH:13]=2)=[CH:4][CH:3]=1, predict the reaction product. The product is: [Br:1][C:2]1[CH:7]=[CH:6][C:5]([C:8]2[CH:13]=[CH:12][C:11]([N:14]([CH3:15])[CH3:16])=[CH:10][C:9]=2[CH2:17][OH:18])=[CH:4][CH:3]=1. (3) Given the reactants [N:1]([CH2:4][C@@H:5]([NH:13][C:14]([C:16]1[S:32][C:19]2=[N:20][C:21]3[CH2:22][CH2:23][CH:24]([C:28]([CH3:31])([CH3:30])[CH3:29])[CH2:25][C:26]=3[CH:27]=[C:18]2[CH:17]=1)=[O:15])[C:6]1[CH:11]=[CH:10][CH:9]=[C:8]([Br:12])[CH:7]=1)=[N+]=[N-].C(N(CC)CC)C.C1(P(C2C=CC=CC=2)C2C=CC=CC=2)C=CC=CC=1, predict the reaction product. The product is: [NH2:1][CH2:4][C@@H:5]([NH:13][C:14]([C:16]1[S:32][C:19]2=[N:20][C:21]3[CH2:22][CH2:23][CH:24]([C:28]([CH3:30])([CH3:29])[CH3:31])[CH2:25][C:26]=3[CH:27]=[C:18]2[CH:17]=1)=[O:15])[C:6]1[CH:11]=[CH:10][CH:9]=[C:8]([Br:12])[CH:7]=1.